Dataset: Catalyst prediction with 721,799 reactions and 888 catalyst types from USPTO. Task: Predict which catalyst facilitates the given reaction. (1) Reactant: [CH2:1]([N:8]1[CH2:12][CH2:11][N:10]([C@@H:13]([C:55]([CH3:58])([CH3:57])[CH3:56])[C:14]([NH:16][C@@H:17]([CH2:48][C:49]2[CH:54]=[CH:53][CH:52]=[CH:51][CH:50]=2)[C@@H:18]([OH:47])[CH2:19][C@@H:20]([NH:34][C:35]([C@@H:37]([NH:42][C:43](=[O:46])[O:44][CH3:45])[C:38]([CH3:41])([CH3:40])[CH3:39])=[O:36])[CH2:21][C:22]2[CH:27]=[CH:26][C:25]([C:28]3[CH:33]=[CH:32][CH:31]=[CH:30][N:29]=3)=[CH:24][CH:23]=2)=[O:15])[C:9]1=[O:59])[C:2]1[CH:7]=[CH:6][CH:5]=[CH:4][CH:3]=1.Cl[C:61]([O:63][CH2:64][Cl:65])=[O:62]. Product: [C:61](=[O:62])([O:63][CH2:64][Cl:65])[O:47][C@H:18]([C@@H:17]([NH:16][C:14](=[O:15])[C@@H:13]([N:10]1[CH2:11][CH2:12][N:8]([CH2:1][C:2]2[CH:3]=[CH:4][CH:5]=[CH:6][CH:7]=2)[C:9]1=[O:59])[C:55]([CH3:58])([CH3:57])[CH3:56])[CH2:48][C:49]1[CH:54]=[CH:53][CH:52]=[CH:51][CH:50]=1)[CH2:19][C@@H:20]([NH:34][C:35](=[O:36])[C@H:37]([C:38]([CH3:41])([CH3:40])[CH3:39])[NH:42][C:43]([O:44][CH3:45])=[O:46])[CH2:21][C:22]1[CH:27]=[CH:26][C:25]([C:28]2[CH:33]=[CH:32][CH:31]=[CH:30][N:29]=2)=[CH:24][CH:23]=1. The catalyst class is: 300. (2) Reactant: [NH2:1][C:2]1[N:31]=[C:5]2[CH:6]=[CH:7][C:8]([O:10][C:11]3[CH:12]=[C:13]([NH:17][C:18](=[O:30])[C:19]4[CH:24]=[CH:23][CH:22]=[C:21]([C:25]([C:28]#[N:29])([CH3:27])[CH3:26])[CH:20]=4)[CH:14]=[CH:15][CH:16]=3)=[CH:9][N:4]2[N:3]=1.Cl[CH2:33][C:34](Cl)=[O:35].Cl.C(N(CC)CC)C.[CH3:45][N:46]1[CH2:51][CH2:50][NH:49][CH2:48][CH2:47]1.C(=O)([O-])O.[Na+]. Product: [C:28]([C:25]([C:21]1[CH:20]=[C:19]([CH:24]=[CH:23][CH:22]=1)[C:18]([NH:17][C:13]1[CH:14]=[CH:15][CH:16]=[C:11]([O:10][C:8]2[CH:7]=[CH:6][C:5]3[N:4]([N:3]=[C:2]([NH:1][C:34](=[O:35])[CH2:33][N:49]4[CH2:50][CH2:51][N:46]([CH3:45])[CH2:47][CH2:48]4)[N:31]=3)[CH:9]=2)[CH:12]=1)=[O:30])([CH3:27])[CH3:26])#[N:29]. The catalyst class is: 9. (3) The catalyst class is: 103. Reactant: Br[C:2]1[S:3][CH:4]=[C:5]([C:7]2[CH:12]=[CH:11][C:10]([NH:13][S:14]([C:17]([F:20])([F:19])[F:18])(=[O:16])=[O:15])=[CH:9][C:8]=2[Cl:21])[N:6]=1.[NH:22]1[C:30]2[C:25](=[CH:26][CH:27]=[C:28](B(O)O)[CH:29]=2)[CH:24]=[CH:23]1.C(=O)([O-])[O-].[K+].[K+].CN(C)C=O. Product: [Cl:21][C:8]1[CH:9]=[C:10]([NH:13][S:14]([C:17]([F:20])([F:19])[F:18])(=[O:16])=[O:15])[CH:11]=[CH:12][C:7]=1[C:5]1[N:6]=[C:2]([C:28]2[CH:29]=[C:30]3[C:25]([CH:24]=[CH:23][NH:22]3)=[CH:26][CH:27]=2)[S:3][CH:4]=1. (4) Reactant: [NH2:1][C:2]1[C:3]([C:8]([OH:10])=O)=[N:4][CH:5]=[CH:6][CH:7]=1.[CH:11]1([CH2:17][NH2:18])[CH2:16][CH2:15][CH2:14][CH2:13][CH2:12]1.CCN(C(C)C)C(C)C.CN(C(ON1N=NC2C=CC=NC1=2)=[N+](C)C)C.F[P-](F)(F)(F)(F)F. Product: [NH2:1][C:2]1[C:3]([C:8]([NH:18][CH2:17][CH:11]2[CH2:16][CH2:15][CH2:14][CH2:13][CH2:12]2)=[O:10])=[N:4][CH:5]=[CH:6][CH:7]=1. The catalyst class is: 3. (5) Reactant: [N:1]1[CH:6]=[CH:5][C:4]([CH2:7]O)=[CH:3][CH:2]=1.C(C=P(CCCC)(CCCC)CCCC)#N.[CH3:25][Si:26]([CH3:42])([CH3:41])[C:27]1[CH:35]=[C:34]2[C:30]([CH:31]=[C:32]([C:36]([O:38][CH2:39][CH3:40])=[O:37])[NH:33]2)=[CH:29][CH:28]=1. Product: [CH3:25][Si:26]([CH3:41])([CH3:42])[C:27]1[CH:35]=[C:34]2[C:30]([CH:31]=[C:32]([C:36]([O:38][CH2:39][CH3:40])=[O:37])[N:33]2[CH2:7][C:4]2[CH:3]=[CH:2][N:1]=[CH:6][CH:5]=2)=[CH:29][CH:28]=1. The catalyst class is: 11.